This data is from Forward reaction prediction with 1.9M reactions from USPTO patents (1976-2016). The task is: Predict the product of the given reaction. (1) Given the reactants [O:1]1[CH2:6][CH2:5][N:4]([CH2:7][CH2:8][O:9][C:10]2[CH:15]=[CH:14][C:13]([N:16]3[C:21](=[O:22])[CH:20]=[CH:19][C:18]4[C:23]([C:31]5[CH:36]=[CH:35][CH:34]=[CH:33][CH:32]=5)=[C:24](C(OCC)=O)[S:25][C:17]3=4)=[CH:12][CH:11]=2)[CH2:3][CH2:2]1.Cl, predict the reaction product. The product is: [O:1]1[CH2:2][CH2:3][N:4]([CH2:7][CH2:8][O:9][C:10]2[CH:15]=[CH:14][C:13]([N:16]3[C:21](=[O:22])[CH:20]=[CH:19][C:18]4[C:23]([C:31]5[CH:32]=[CH:33][CH:34]=[CH:35][CH:36]=5)=[CH:24][S:25][C:17]3=4)=[CH:12][CH:11]=2)[CH2:5][CH2:6]1. (2) The product is: [CH3:30][C:29]1[CH:28]=[CH:27][C:26]([NH:31][S:32]([CH2:35][CH2:36][CH3:37])(=[O:34])=[O:33])=[CH:25][C:24]=1[NH:23][C:2]1[C:7]([C:8]2[N:16]=[CH:15][N:14]=[C:13]3[C:9]=2[N:10]=[CH:11][N:12]3[CH:17]2[CH2:22][CH2:21][CH2:20][CH2:19][O:18]2)=[CH:6][CH:5]=[CH:4][N:3]=1. Given the reactants F[C:2]1[C:7]([C:8]2[N:16]=[CH:15][N:14]=[C:13]3[C:9]=2[N:10]=[CH:11][N:12]3[CH:17]2[CH2:22][CH2:21][CH2:20][CH2:19][O:18]2)=[CH:6][CH:5]=[CH:4][N:3]=1.[NH2:23][C:24]1[CH:25]=[C:26]([NH:31][S:32]([CH2:35][CH2:36][CH3:37])(=[O:34])=[O:33])[CH:27]=[CH:28][C:29]=1[CH3:30], predict the reaction product. (3) The product is: [Cl:13][C:14]1[CH:32]=[CH:31][C:17]([CH2:18][N:19]2[C:27]3[C:22](=[C:23]([F:30])[C:24](/[CH:28]=[C:4]4/[C:5](=[O:12])[N:6]([NH:7][S:8]([CH3:11])(=[O:10])=[O:9])[C:2](=[O:1])[S:3]/4)=[CH:25][CH:26]=3)[CH:21]=[N:20]2)=[C:16]([C:33]([F:34])([F:35])[F:36])[CH:15]=1. Given the reactants [O:1]=[C:2]1[N:6]([NH:7][S:8]([CH3:11])(=[O:10])=[O:9])[C:5](=[O:12])[CH2:4][S:3]1.[Cl:13][C:14]1[CH:32]=[CH:31][C:17]([CH2:18][N:19]2[C:27]3[C:22](=[C:23]([F:30])[C:24]([CH:28]=O)=[CH:25][CH:26]=3)[CH:21]=[N:20]2)=[C:16]([C:33]([F:36])([F:35])[F:34])[CH:15]=1, predict the reaction product. (4) Given the reactants [F:1][C:2]1[CH:30]=[CH:29][CH:28]=[CH:27][C:3]=1[CH2:4][N:5]([CH2:7][CH2:8][O:9][C:10]1[CH:15]=[CH:14][C:13]([C:16](=[O:26])[CH2:17][CH2:18][C:19]([O:21]C(C)(C)C)=[O:20])=[CH:12][CH:11]=1)[CH3:6].FC(F)(F)C(O)=O, predict the reaction product. The product is: [F:1][C:2]1[CH:30]=[CH:29][CH:28]=[CH:27][C:3]=1[CH2:4][N:5]([CH2:7][CH2:8][O:9][C:10]1[CH:15]=[CH:14][C:13]([C:16](=[O:26])[CH2:17][CH2:18][C:19]([OH:21])=[O:20])=[CH:12][CH:11]=1)[CH3:6]. (5) Given the reactants II.C1(P(C2C=CC=CC=2)C2C=CC=CC=2)C=CC=CC=1.[CH3:22][O:23][C:24](=[O:47])[CH:25]([C:27]1[N:35]2[C:30]([CH:31]=[CH:32][CH:33]=[CH:34]2)=[C:29]([S:36]([C:39]2[CH:44]=[CH:43][C:42]([F:45])=[CH:41][CH:40]=2)(=[O:38])=[O:37])[C:28]=1[CH3:46])O, predict the reaction product. The product is: [CH3:22][O:23][C:24](=[O:47])[CH2:25][C:27]1[N:35]2[C:30]([CH:31]=[CH:32][CH:33]=[CH:34]2)=[C:29]([S:36]([C:39]2[CH:40]=[CH:41][C:42]([F:45])=[CH:43][CH:44]=2)(=[O:38])=[O:37])[C:28]=1[CH3:46]. (6) The product is: [CH:6]1[CH:7]=[CH:8][C:9]([CH:12]([S:38]([O-:41])(=[O:39])=[O:40])[C:13]([NH:15][C@@H:16]2[C:19](=[O:20])[N:18]3[C:21]([C:35]([O-:37])=[O:36])=[C:22]([CH2:25][N+:26]4[CH:31]=[CH:30][C:29]([C:32]([NH2:34])=[O:33])=[CH:28][CH:27]=4)[CH2:23][S:24][C@H:17]23)=[O:14])=[CH:10][CH:11]=1.[Na+:5]. Given the reactants C([O-])(=O)C.[Na+:5].[CH:6]1[CH:7]=[CH:8][C:9]([CH:12]([S:38]([OH:41])(=[O:40])=[O:39])[C:13]([NH:15][C@@H:16]2[C:19](=[O:20])[N:18]3[C:21]([C:35]([OH:37])=[O:36])=[C:22]([CH2:25][N+:26]4[CH:27]=[CH:28][C:29]([C:32]([NH2:34])=[O:33])=[CH:30][CH:31]=4)[CH2:23][S:24][C@H:17]23)=[O:14])=[CH:10][CH:11]=1, predict the reaction product. (7) Given the reactants [F:1][C:2]1[CH:3]=[N:4][C:5]([O:17][C:18]2[CH:23]=[CH:22][CH:21]=[C:20]([S:24][CH3:25])[CH:19]=2)=[C:6]([CH:16]=1)[C:7]([NH:9][CH:10]1[CH2:15][CH2:14][NH:13][CH2:12][CH2:11]1)=[O:8].C(N(CC)CC)C.[C:33]([C:37](Cl)=[O:38])([CH3:36])([CH3:35])[CH3:34].Cl.CN(C)CCCN=C=NCC, predict the reaction product. The product is: [NH3:4].[CH3:34][C:33]([CH3:36])([CH3:35])[C:37]([N:13]1[CH2:12][CH2:11][CH:10]([NH:9][C:7](=[O:8])[C:6]2[CH:16]=[C:2]([F:1])[CH:3]=[N:4][C:5]=2[O:17][C:18]2[CH:23]=[CH:22][CH:21]=[C:20]([S:24][CH3:25])[CH:19]=2)[CH2:15][CH2:14]1)=[O:38]. (8) Given the reactants Cl[C:2]1[N:7]=[C:6]2[NH:8][N:9]=[CH:10][C:5]2=[C:4]([NH:11][C:12]2[CH:13]=[C:14]([CH:28]=[CH:29][C:30]=2[CH3:31])[C:15]([NH:17][C:18]2[CH:23]=[CH:22][CH:21]=[C:20]([C:24]([F:27])([F:26])[F:25])[CH:19]=2)=[O:16])[N:3]=1.[CH2:32]([N:34]([CH2:38][CH3:39])[CH2:35][CH2:36]O)[CH3:33].[C:40]1(P([C:40]2[CH:45]=[CH:44]C=[CH:42][CH:41]=2)[C:40]2[CH:45]=[CH:44]C=[CH:42][CH:41]=2)[CH:45]=[CH:44]C=[CH:42][CH:41]=1.CCOC(/[N:64]=N/C(OCC)=O)=O, predict the reaction product. The product is: [CH2:32]([N:34]([CH2:38][CH3:39])[CH2:35][CH2:36][N:8]1[C:6]2=[N:7][C:2]([C:41]3[CH:42]=[N:64][CH:44]=[CH:45][CH:40]=3)=[N:3][C:4]([NH:11][C:12]3[CH:13]=[C:14]([CH:28]=[CH:29][C:30]=3[CH3:31])[C:15]([NH:17][C:18]3[CH:23]=[CH:22][CH:21]=[C:20]([C:24]([F:26])([F:27])[F:25])[CH:19]=3)=[O:16])=[C:5]2[CH:10]=[N:9]1)[CH3:33]. (9) Given the reactants [N:1]1[CH:6]=[CH:5][CH:4]=[CH:3][C:2]=1[CH2:7][N:8]1[CH2:13][CH2:12][NH:11][CH2:10][CH2:9]1.[NH:14]([C:27]([O:29][C:30]([CH3:33])([CH3:32])[CH3:31])=[O:28])[C@@H:15]([C:24](O)=[O:25])[CH2:16][C:17]1[CH:22]=[CH:21][C:20]([Cl:23])=[CH:19][CH:18]=1.CCN=C=NCCCN(C)C.CI.C1C=NC2N(O)N=NC=2C=1, predict the reaction product. The product is: [Cl:23][C:20]1[CH:21]=[CH:22][C:17]([CH2:16][C@@H:15]([NH:14][C:27]([O:29][C:30]([CH3:33])([CH3:32])[CH3:31])=[O:28])[C:24](=[O:25])[N:11]2[CH2:12][CH2:13][N:8]([CH2:7][C:2]3[CH:3]=[CH:4][CH:5]=[CH:6][N:1]=3)[CH2:9][CH2:10]2)=[CH:18][CH:19]=1.